This data is from Reaction yield outcomes from USPTO patents with 853,638 reactions. The task is: Predict the reaction yield, written as a fraction of the theoretical maximum amount of product (1.0 means a 100% yield; for example, 0.34 means a 34% yield). (1) The reactants are [S:1]1[CH:5]=[CH:4][C:3](B(O)O)=[CH:2]1.C([O-])([O-])=O.[K+].[K+].C1([CH:21]([C:40]2[CH:45]=[CH:44][CH:43]=CC=2)[CH2:22][CH2:23][NH:24][C:25]2[C:34]3[C:29](=[CH:30][CH:31]=[CH:32][CH:33]=3)[N:28]=[C:27](C3C=CSC=3)[N:26]=2)C=CC=CC=1. The catalyst is O1CCOCC1.O.C1C=CC([P]([Pd]([P](C2C=CC=CC=2)(C2C=CC=CC=2)C2C=CC=CC=2)([P](C2C=CC=CC=2)(C2C=CC=CC=2)C2C=CC=CC=2)[P](C2C=CC=CC=2)(C2C=CC=CC=2)C2C=CC=CC=2)(C2C=CC=CC=2)C2C=CC=CC=2)=CC=1. The product is [CH:23]([NH:24][C:25]1[C:34]2[C:29](=[CH:30][CH:31]=[CH:32][CH:33]=2)[N:28]=[C:27]([C:3]2[CH:4]=[CH:5][S:1][CH:2]=2)[N:26]=1)([C:22]1[CH:21]=[CH:40][CH:45]=[CH:44][CH:43]=1)[C:29]1[CH:34]=[CH:33][CH:32]=[CH:31][CH:30]=1. The yield is 0.340. (2) The reactants are [F:1][C:2]([F:12])([F:11])[C:3]1[CH:10]=[CH:9][C:6]([CH:7]=O)=[CH:5][CH:4]=1.C([O-])(=O)C.[NH4+].O.[N+:19]([CH3:22])([O-:21])=[O:20]. No catalyst specified. The product is [N+:19]([CH:22]=[CH:7][C:6]1[CH:9]=[CH:10][C:3]([C:2]([F:12])([F:11])[F:1])=[CH:4][CH:5]=1)([O-:21])=[O:20]. The yield is 0.430. (3) The catalyst is ClC1C=CC=CC=1. The reactants are [Br:1][C:2]1[CH:7]=[C:6]([F:8])[C:5]([F:9])=[CH:4][C:3]=1[S:10][CH2:11][C:12]([CH3:14])=O. The product is [Br:1][C:2]1[C:3]2[S:10][CH:11]=[C:12]([CH3:14])[C:4]=2[C:5]([F:9])=[C:6]([F:8])[CH:7]=1. The yield is 0.630. (4) The reactants are [CH2:1]([O:3][C:4](=[O:22])[CH2:5][C:6]1[N:7]([C:15]([O:17][C:18]([CH3:21])([CH3:20])[CH3:19])=[O:16])[C:8]2[C:13]([CH:14]=1)=[CH:12][CH:11]=[CH:10][CH:9]=2)[CH3:2].[CH3:23][Si](C)(C)N[Si](C)(C)C.[K].CI. The catalyst is C1COCC1. The product is [CH2:1]([O:3][C:4](=[O:22])[CH:5]([C:6]1[N:7]([C:15]([O:17][C:18]([CH3:21])([CH3:20])[CH3:19])=[O:16])[C:8]2[C:13]([CH:14]=1)=[CH:12][CH:11]=[CH:10][CH:9]=2)[CH3:23])[CH3:2]. The yield is 0.880. (5) The reactants are N([O-])=[O:2].[Na+].[Cl:5][C:6]1[N:14]=[C:13]([Cl:15])[CH:12]=[C:11]([CH3:16])[C:7]=1[C:8](N)=[O:9]. The catalyst is O.S(=O)(=O)(O)O. The product is [Cl:5][C:6]1[N:14]=[C:13]([Cl:15])[CH:12]=[C:11]([CH3:16])[C:7]=1[C:8]([OH:2])=[O:9]. The yield is 0.970. (6) The reactants are [C:1]([C:5]1[CH:10]=[CH:9][C:8]([S:11](Cl)(=[O:13])=[O:12])=[CH:7][CH:6]=1)([CH3:4])([CH3:3])[CH3:2].[N:15]1[C:24]2[C:19](=[C:20]([N:25]3[C:29]([NH2:30])=[CH:28][C:27]([C:31]([F:34])([F:33])[F:32])=[N:26]3)[CH:21]=[CH:22][CH:23]=2)[CH:18]=[CH:17][CH:16]=1.ClCCl.[OH-].[Na+]. The catalyst is N1C=CC=CC=1. The product is [C:1]([C:5]1[CH:10]=[CH:9][C:8]([S:11]([NH:30][C:29]2[N:25]([C:20]3[CH:21]=[CH:22][CH:23]=[C:24]4[C:19]=3[CH:18]=[CH:17][CH:16]=[N:15]4)[N:26]=[C:27]([C:31]([F:34])([F:33])[F:32])[CH:28]=2)(=[O:13])=[O:12])=[CH:7][CH:6]=1)([CH3:4])([CH3:3])[CH3:2]. The yield is 0.320.